This data is from Catalyst prediction with 721,799 reactions and 888 catalyst types from USPTO. The task is: Predict which catalyst facilitates the given reaction. (1) Reactant: [CH2:1]([C:5]1[N:9]([C:10]2[CH:15]=[CH:14][CH:13]=[CH:12][CH:11]=2)[N:8]=[C:7]([C:16](OCC)=[O:17])[CH:6]=1)[CH:2]([CH3:4])[CH3:3].C(OCC)C.ClCCl.[H-].[Al+3].[Li+].[H-].[H-].[H-]. Product: [CH2:1]([C:5]1[N:9]([C:10]2[CH:15]=[CH:14][CH:13]=[CH:12][CH:11]=2)[N:8]=[C:7]([CH2:16][OH:17])[CH:6]=1)[CH:2]([CH3:4])[CH3:3]. The catalyst class is: 6. (2) Reactant: [NH2:1][C:2]1[C:3]([F:17])=[C:4]([CH:13]=[CH:14][C:15]=1[Cl:16])[CH2:5][NH:6][C:7](=[O:12])[C:8]([CH3:11])([CH3:10])[CH3:9].[N:18]([O-])=O.[Na+]. Product: [ClH:16].[Cl:16][C:15]1[CH:14]=[CH:13][C:4]([CH2:5][NH:6][C:7](=[O:12])[C:8]([CH3:11])([CH3:10])[CH3:9])=[C:3]([F:17])[C:2]=1[NH:1][NH2:18]. The catalyst class is: 6. (3) Product: [CH2:12]([O:15][CH2:16][O:4][C:3]1[CH:5]=[CH:6][CH:7]=[CH:8][C:2]=1[C:1]([O:10][CH3:11])=[O:9])[CH2:13][CH3:14]. Reactant: [C:1]([O:10][CH3:11])(=[O:9])[C:2]1[C:3](=[CH:5][CH:6]=[CH:7][CH:8]=1)[OH:4].[CH2:12]([O:15][CH2:16]Cl)[CH2:13][CH3:14].C(=O)([O-])[O-].[K+].[K+].C(OCC)(=O)C. The catalyst class is: 9.